Dataset: Full USPTO retrosynthesis dataset with 1.9M reactions from patents (1976-2016). Task: Predict the reactants needed to synthesize the given product. (1) Given the product [Cl:8][C:6]1[N:5]=[C:4]([CH3:9])[N:3]=[C:2]([NH:24][CH2:23][C:21]2[CH:20]=[N:19][N:18]([CH3:17])[CH:22]=2)[CH:7]=1, predict the reactants needed to synthesize it. The reactants are: Cl[C:2]1[CH:7]=[C:6]([Cl:8])[N:5]=[C:4]([CH3:9])[N:3]=1.C(N(CC)CC)C.[CH3:17][N:18]1[CH:22]=[C:21]([CH2:23][NH2:24])[CH:20]=[N:19]1. (2) The reactants are: OC[C:3]1[C:4]([CH2:13]O)=[CH:5][C:6]([C:9]([F:12])([F:11])[F:10])=[N:7][CH:8]=1.S(Cl)([Cl:17])=O.Cl[CH2:20][Cl:21]. Given the product [Cl:17][CH2:13][C:4]1[C:3]([CH2:20][Cl:21])=[CH:8][N:7]=[C:6]([C:9]([F:12])([F:11])[F:10])[CH:5]=1, predict the reactants needed to synthesize it. (3) Given the product [F:34][C:35]1[CH:44]=[C:43]([C:45]([NH:27][C@@H:26]([C:20]2[CH:21]=[CH:22][C:23]([O:24][CH3:25])=[C:18]([F:17])[CH:19]=2)[C:28]2[CH:32]=[N:31][N:30]([CH3:33])[N:29]=2)=[O:46])[CH:42]=[C:41]2[C:36]=1[CH:37]=[N:38][C:39]([NH:64][CH:65]1[CH2:66][CH2:67][O:68][CH2:69][CH2:70]1)=[N:40]2, predict the reactants needed to synthesize it. The reactants are: ClC1C=CC([C@@H](C2C=CN(C)N=2)N)=CC=1F.[F:17][C:18]1[CH:19]=[C:20]([CH:26]([C:28]2[CH:32]=[N:31][N:30]([CH3:33])[N:29]=2)[NH2:27])[CH:21]=[CH:22][C:23]=1[O:24][CH3:25].[F:34][C:35]1[CH:44]=[C:43]([C:45](N[C@@H](C2C=CC(OC)=C(F)C=2)C2C=NN(C)C=2)=[O:46])[CH:42]=[C:41]2[C:36]=1[CH:37]=[N:38][C:39]([NH:64][C@H:65]1[CH2:70][CH2:69][O:68][CH2:67][C@H:66]1F)=[N:40]2.FC1C=C(C(N)=O)C=C2C=1C=NC(N[C@H]1CCOC[C@H]1F)=N2.F[C@H]1[C@@H](N)CCOC1. (4) Given the product [C:2]1([N:3]2[CH:4]=[C:5]3[CH2:10][N:9]([CH2:11][CH2:12][CH2:13][CH2:14][O:15][C:16]4[CH:25]=[C:24]5[C:19]([CH2:20][CH2:21][C:22](=[O:26])[NH:23]5)=[CH:18][CH:17]=4)[CH2:8][CH2:7][C:6]3=[N:1]2)[CH:31]=[CH:32][CH:27]=[CH:28][CH:29]=1, predict the reactants needed to synthesize it. The reactants are: [N:1]1[C:6]2[CH2:7][CH2:8][N:9]([CH2:11][CH2:12][CH2:13][CH2:14][O:15][C:16]3[CH:25]=[C:24]4[C:19]([CH2:20][CH2:21][C:22](=[O:26])[NH:23]4)=[CH:18][CH:17]=3)[CH2:10][C:5]=2[CH:4]=[N:3][CH:2]=1.[C:27]1(N2C=C3CNCCC3=N2)[CH:32]=[CH:31]C=[CH:29][CH:28]=1. (5) The reactants are: [CH3:1][O:2][C:3](=[O:33])[CH:4]([C:9]1[CH:14]=[C:13]([Br:15])[C:12]([O:16][C:17]2[CH:25]=[CH:24][C:23]3[C:19](=[CH:20][N:21]([C:26]4[CH:31]=[CH:30][CH:29]=[CH:28][CH:27]=4)[N:22]=3)[CH:18]=2)=[C:11]([Br:32])[CH:10]=1)C(OC)=O. Given the product [CH3:1][O:2][C:3](=[O:33])[CH2:4][C:9]1[CH:14]=[C:13]([Br:15])[C:12]([O:16][C:17]2[CH:25]=[CH:24][C:23]3[C:19](=[CH:20][N:21]([C:26]4[CH:27]=[CH:28][CH:29]=[CH:30][CH:31]=4)[N:22]=3)[CH:18]=2)=[C:11]([Br:32])[CH:10]=1, predict the reactants needed to synthesize it.